This data is from Forward reaction prediction with 1.9M reactions from USPTO patents (1976-2016). The task is: Predict the product of the given reaction. (1) Given the reactants Br[C:2]1[CH:3]=[C:4]([C:9]([OH:11])=O)[CH:5]=[N:6][C:7]=1Cl.[CH2:12]([OH:19])[C:13]1[CH:18]=[CH:17][CH:16]=[CH:15][CH:14]=1.[Cl:20][C:21]1[CH:26]=[CH:25][C:24](B(O)O)=[CH:23][CH:22]=1.Cl.[NH2:31][CH2:32][C@H:33]1[CH2:38][CH2:37][CH2:36][CH2:35][C@H:34]1[OH:39], predict the reaction product. The product is: [CH2:12]([O:19][C:7]1[C:2]([C:24]2[CH:25]=[CH:26][C:21]([Cl:20])=[CH:22][CH:23]=2)=[CH:3][C:4]([C:9]([NH:31][CH2:32][CH:33]2[CH2:38][CH2:37][CH2:36][CH2:35][CH:34]2[OH:39])=[O:11])=[CH:5][N:6]=1)[C:13]1[CH:18]=[CH:17][CH:16]=[CH:15][CH:14]=1. (2) Given the reactants [CH:1](N)([CH3:3])[CH3:2].[Li][CH2:6]CCC.[Br:10][C:11]1[CH:16]=[CH:15][N:14]=[C:13]2[N:17]([S:20]([C:23]3[CH:28]=[CH:27][CH:26]=[CH:25][CH:24]=3)(=[O:22])=[O:21])[CH:18]=[CH:19][C:12]=12.CC([CH:33]1[CH2:38][C:37](=[O:39])[CH2:36][CH2:35][N:34]1[C:40]([O-:42])=[O:41])(C)C, predict the reaction product. The product is: [Br:10][C:11]1[CH:16]=[CH:15][N:14]=[C:13]2[N:17]([S:20]([C:23]3[CH:28]=[CH:27][CH:26]=[CH:25][CH:24]=3)(=[O:22])=[O:21])[C:18]([C:37]3([OH:39])[CH2:38][CH2:33][N:34]([C:40]([O:42][C:1]([CH3:3])([CH3:6])[CH3:2])=[O:41])[CH2:35][CH2:36]3)=[CH:19][C:12]=12. (3) Given the reactants Br[C:2]1[N:6]([CH3:7])[N:5]=[C:4]([C:8]2[CH:13]=[CH:12][CH:11]=[CH:10][CH:9]=2)[CH:3]=1.C(O[C:19]([N:21]1[CH2:25][CH:24]2[CH2:26][N:27](C[B-](F)(F)F)[CH2:28][CH:23]2[CH2:22]1)=O)(C)(C)C.[K+], predict the reaction product. The product is: [CH3:7][N:6]1[C:2]([CH2:19][N:21]2[CH2:25][CH:24]3[CH:23]([CH2:28][NH:27][CH2:26]3)[CH2:22]2)=[CH:3][C:4]([C:8]2[CH:13]=[CH:12][CH:11]=[CH:10][CH:9]=2)=[N:5]1.[CH2:22]1[CH:23]2[CH2:28][NH:27][CH2:26][CH:24]2[CH2:25][NH:21]1. (4) Given the reactants [NH2:1][C:2]1([CH2:8][OH:9])[CH2:7][CH2:6][CH2:5][CH2:4][CH2:3]1.C(N(CC)CC)C.[Cl:17][C:18]1[CH:23]=[CH:22][C:21]([CH2:24][C:25](Cl)=[O:26])=[CH:20][CH:19]=1.CO, predict the reaction product. The product is: [Cl:17][C:18]1[CH:23]=[CH:22][C:21]([CH2:24][C:25]([NH:1][C:2]2([CH2:8][OH:9])[CH2:7][CH2:6][CH2:5][CH2:4][CH2:3]2)=[O:26])=[CH:20][CH:19]=1. (5) Given the reactants [S:1]1[CH:5]=[CH:4][N:3]=[C:2]1[C:6]#[N:7].C[O-].[Na+].[Cl-:11].[NH4+:12], predict the reaction product. The product is: [ClH:11].[S:1]1[CH:5]=[CH:4][N:3]=[C:2]1[C:6]([NH2:12])=[NH:7].